From a dataset of Peptide-MHC class II binding affinity with 134,281 pairs from IEDB. Regression. Given a peptide amino acid sequence and an MHC pseudo amino acid sequence, predict their binding affinity value. This is MHC class II binding data. (1) The peptide sequence is AGAEPAGKATTEEQK. The MHC is HLA-DQA10501-DQB10301 with pseudo-sequence HLA-DQA10501-DQB10301. The binding affinity (normalized) is 0.811. (2) The peptide sequence is ILQLLKDFLELLRYL. The MHC is DRB1_1101 with pseudo-sequence DRB1_1101. The binding affinity (normalized) is 0.341. (3) The MHC is HLA-DPA10201-DPB10101 with pseudo-sequence HLA-DPA10201-DPB10101. The peptide sequence is NNRIWLQFAKLTGFT. The binding affinity (normalized) is 0.650. (4) The MHC is DRB5_0101 with pseudo-sequence DRB5_0101. The peptide sequence is GIGVLLTWIGLNSKN. The binding affinity (normalized) is 0.416. (5) The peptide sequence is TVSLPVGADEDDIKA. The MHC is DRB1_0101 with pseudo-sequence DRB1_0101. The binding affinity (normalized) is 0.0381. (6) The binding affinity (normalized) is 0.791. The peptide sequence is LPSQAFEYILYNKG. The MHC is HLA-DPA10301-DPB10402 with pseudo-sequence HLA-DPA10301-DPB10402.